From a dataset of Catalyst prediction with 721,799 reactions and 888 catalyst types from USPTO. Predict which catalyst facilitates the given reaction. (1) Product: [C:3]([S:6][C@@H:7]([CH3:14])[C@@H:8]([CH3:13])[C:9]([OH:11])=[O:10])(=[O:5])[CH3:4]. Reactant: [I-].[Li+].[C:3]([S:6][C@@H:7]([CH3:14])[C@@H:8]([CH3:13])[C:9]([O:11]C)=[O:10])(=[O:5])[CH3:4].O. The catalyst class is: 3. (2) Reactant: [CH2:1]([N:8]1[CH2:13][CH2:12][C:11]([NH:19][C:20]2[CH:25]=[CH:24][CH:23]=[C:22]([F:26])[CH:21]=2)([C:14]([O:16][CH2:17][CH3:18])=[O:15])[CH2:10][CH2:9]1)[C:2]1[CH:7]=[CH:6][CH:5]=[CH:4][CH:3]=1.[C:27](OC(=O)C)(=[O:29])[CH3:28].[NH4+].[OH-]. The catalyst class is: 6. Product: [C:27]([N:19]([C:20]1[CH:25]=[CH:24][CH:23]=[C:22]([F:26])[CH:21]=1)[C:11]1([C:14]([O:16][CH2:17][CH3:18])=[O:15])[CH2:12][CH2:13][N:8]([CH2:1][C:2]2[CH:3]=[CH:4][CH:5]=[CH:6][CH:7]=2)[CH2:9][CH2:10]1)(=[O:29])[CH3:28]. (3) Reactant: [NH:1]1[CH2:6][CH2:5][O:4][CH:3]([CH2:7][CH2:8][OH:9])[CH2:2]1.Cl[C:11]([O:13][CH2:14][C:15]1[CH:20]=[CH:19][CH:18]=[CH:17][CH:16]=1)=[O:12]. Product: [OH:9][CH2:8][CH2:7][CH:3]1[O:4][CH2:5][CH2:6][N:1]([C:11]([O:13][CH2:14][C:15]2[CH:20]=[CH:19][CH:18]=[CH:17][CH:16]=2)=[O:12])[CH2:2]1. The catalyst class is: 91. (4) Reactant: [Cl:1][C:2]1[CH:7]=[CH:6][C:5]([CH2:8][NH:9][C:10]([CH:12]2[CH2:14][CH2:13]2)=[O:11])=[CH:4][C:3]=1[N:15]([C:24](=[O:36])[NH:25][C:26](=O)[C:27]1[CH:32]=[CH:31][C:30]([I:33])=[CH:29][C:28]=1[F:34])[NH:16]C(OC(C)(C)C)=O.FC(F)(F)C(O)=O.C([O-])(O)=O.[Na+]. Product: [Cl:1][C:2]1[CH:7]=[CH:6][C:5]([CH2:8][NH:9][C:10]([CH:12]2[CH2:14][CH2:13]2)=[O:11])=[CH:4][C:3]=1[N:15]1[C:24](=[O:36])[NH:25][C:26]([C:27]2[CH:32]=[CH:31][C:30]([I:33])=[CH:29][C:28]=2[F:34])=[N:16]1. The catalyst class is: 2. (5) Reactant: [N:1]1[C:9]([C:10]([O:12]CCCC)=[O:11])=[C:8]2[C:4]([N:5]=[CH:6][NH:7]2)=[N:3][CH:2]=1.[OH-].[Li+]. Product: [N:1]1[C:9]([C:10]([OH:12])=[O:11])=[C:8]2[C:4]([N:5]=[CH:6][NH:7]2)=[N:3][CH:2]=1. The catalyst class is: 7. (6) Reactant: Cl.O1CCOCC1.C(O[C:13](=O)[N:14]([C:16]1[CH:21]=[CH:20][C:19]([O:22][CH2:23][C:24]2[N:25]([C:32]3[C:37]([Cl:38])=[CH:36][CH:35]=[CH:34][C:33]=3[Cl:39])[N:26]=[CH:27][C:28]=2[CH:29]([CH3:31])[CH3:30])=[CH:18][C:17]=1[CH3:40])C)(C)(C)C. Product: [Cl:38][C:37]1[CH:36]=[CH:35][CH:34]=[C:33]([Cl:39])[C:32]=1[N:25]1[C:24]([CH2:23][O:22][C:19]2[CH:20]=[CH:21][C:16]([NH:14][CH3:13])=[C:17]([CH3:40])[CH:18]=2)=[C:28]([CH:29]([CH3:31])[CH3:30])[CH:27]=[N:26]1. The catalyst class is: 4. (7) Reactant: [Br:1][C:2]1[CH:3]=[C:4]([CH:6]=[C:7]([F:9])[CH:8]=1)[NH2:5].Cl[CH2:11][CH2:12][N:13]1[CH2:17][CH2:16][CH2:15][CH2:14]1. Product: [Br:1][C:2]1[CH:3]=[C:4]([CH:6]=[C:7]([F:9])[CH:8]=1)[NH:5][CH2:11][CH2:12][N:13]1[CH2:17][CH2:16][CH2:15][CH2:14]1. The catalyst class is: 296. (8) Reactant: C([NH:5][S:6]([C:9]1[S:10][C:11]([C:14]2[N:19]=[C:18]([NH:20][C:21]3[CH:25]=[C:24]([CH:26]4[CH2:28][CH2:27]4)[NH:23][N:22]=3)[C:17]([CH2:29][OH:30])=[CH:16][N:15]=2)=[CH:12][CH:13]=1)(=[O:8])=[O:7])(C)(C)C.B(Cl)(Cl)Cl.O.CCOC(C)=O. The catalyst class is: 2. Product: [CH:26]1([C:24]2[NH:23][N:22]=[C:21]([NH:20][C:18]3[C:17]([CH2:29][OH:30])=[CH:16][N:15]=[C:14]([C:11]4[S:10][C:9]([S:6]([NH2:5])(=[O:8])=[O:7])=[CH:13][CH:12]=4)[N:19]=3)[CH:25]=2)[CH2:27][CH2:28]1.